Dataset: Catalyst prediction with 721,799 reactions and 888 catalyst types from USPTO. Task: Predict which catalyst facilitates the given reaction. (1) Reactant: [Br:1][C:2]1[N:3]([CH2:12][C:13]#[C:14][CH3:15])[C:4]2[C:9](=[O:10])[NH:8][N:7]=[CH:6][C:5]=2[N:11]=1.Cl[CH2:17][C:18]1[N:27]=[C:26]([CH3:28])[C:25]2[C:20](=[CH:21][CH:22]=[CH:23][CH:24]=2)[N:19]=1.C(=O)([O-])[O-].[K+].[K+]. Product: [Br:1][C:2]1[N:3]([CH2:12][C:13]#[C:14][CH3:15])[C:4]2[C:9](=[O:10])[N:8]([CH2:17][C:18]3[N:27]=[C:26]([CH3:28])[C:25]4[C:20](=[CH:21][CH:22]=[CH:23][CH:24]=4)[N:19]=3)[N:7]=[CH:6][C:5]=2[N:11]=1. The catalyst class is: 10. (2) The catalyst class is: 11. Product: [NH2:27][C:20]1[N:21]=[CH:22][C:23]2[C:18]([CH:19]=1)=[C:17]([NH:16][C:2]([NH:1][CH:4]([C:6]1[CH:11]=[CH:10][C:9]([C:12]([F:13])([F:14])[F:15])=[CH:8][CH:7]=1)[CH3:5])=[O:3])[CH:26]=[CH:25][CH:24]=2. Reactant: [N:1]([CH:4]([C:6]1[CH:11]=[CH:10][C:9]([C:12]([F:15])([F:14])[F:13])=[CH:8][CH:7]=1)[CH3:5])=[C:2]=[O:3].[NH2:16][C:17]1[CH:26]=[CH:25][CH:24]=[C:23]2[C:18]=1[CH:19]=[C:20]([NH:27]C(=O)C)[N:21]=[CH:22]2.CCN(C(C)C)C(C)C. (3) Reactant: C[Si](C)(C)[C:3]#[C:4][C:5]1[CH:6]=[CH:7][C:8]([C:11]([O:13][CH3:14])=[O:12])=[N:9][CH:10]=1.C(=O)([O-])[O-].[K+].[K+]. Product: [C:4]([C:5]1[CH:6]=[CH:7][C:8]([C:11]([O:13][CH3:14])=[O:12])=[N:9][CH:10]=1)#[CH:3]. The catalyst class is: 5. (4) Reactant: [O:1]1[CH:5]=[CH:4][CH:3]=[C:2]1[C:6]([C:8]1[CH:9]=[N:10][CH:11]=[CH:12][CH:13]=1)=O.[NH4+:14].[OH-]. Product: [N:14]1[CH:5]=[CH:4][CH:3]=[C:2]([OH:1])[C:6]=1[C:8]1[CH:9]=[N:10][CH:11]=[CH:12][CH:13]=1. The catalyst class is: 5. (5) Reactant: [OH:1][CH2:2][CH:3]1[CH2:8][CH2:7][CH2:6][CH2:5][NH:4]1.C(=O)(O)[O-].[Na+].O1CCOCC1.[C:20](O[C:20]([O:22][C:23]([CH3:26])([CH3:25])[CH3:24])=[O:21])([O:22][C:23]([CH3:26])([CH3:25])[CH3:24])=[O:21]. Product: [C:23]([O:22][C:20]([N:4]1[CH2:5][CH2:6][CH2:7][CH2:8][CH:3]1[CH2:2][OH:1])=[O:21])([CH3:26])([CH3:25])[CH3:24]. The catalyst class is: 6. (6) Reactant: [F:1][C:2]1[CH:7]=[CH:6][C:5]([CH:8]([N:34]2[CH2:39][CH2:38][N:37]([CH:40]([CH3:42])[CH3:41])[CH2:36][CH2:35]2)[CH2:9][N:10]2[CH2:15][CH2:14][N:13]([CH2:16][CH2:17][CH2:18][CH2:19][C:20]3[C:29]4[C:24](=[CH:25][CH:26]=[CH:27][CH:28]=4)[CH:23]=[CH:22][C:21]=3[O:30][CH:31]([CH3:33])[CH3:32])[CH2:12][CH2:11]2)=[CH:4][CH:3]=1.[C:43]([OH:50])(=[O:49])/[CH:44]=[CH:45]\[C:46]([OH:48])=[O:47]. Product: [C:43]([OH:50])(=[O:49])/[CH:44]=[CH:45]\[C:46]([OH:48])=[O:47].[C:43]([OH:50])(=[O:49])/[CH:44]=[CH:45]\[C:46]([OH:48])=[O:47].[C:43]([OH:50])(=[O:49])/[CH:44]=[CH:45]\[C:46]([OH:48])=[O:47].[F:1][C:2]1[CH:3]=[CH:4][C:5]([CH:8]([N:34]2[CH2:39][CH2:38][N:37]([CH:40]([CH3:42])[CH3:41])[CH2:36][CH2:35]2)[CH2:9][N:10]2[CH2:15][CH2:14][N:13]([CH2:16][CH2:17][CH2:18][CH2:19][C:20]3[C:29]4[C:24](=[CH:25][CH:26]=[CH:27][CH:28]=4)[CH:23]=[CH:22][C:21]=3[O:30][CH:31]([CH3:33])[CH3:32])[CH2:12][CH2:11]2)=[CH:6][CH:7]=1. The catalyst class is: 8. (7) The catalyst class is: 1. Reactant: [CH2:1]([CH:3]([CH2:20][CH3:21])[CH2:4][O:5][C:6]1[CH:7]=[C:8]([C:16](OC)=[O:17])[CH:9]=[C:10]([CH:15]=1)[C:11](OC)=[O:12])[CH3:2].[H-].[H-].[H-].[H-].[Li+].[Al+3]. Product: [CH2:20]([CH:3]([CH2:1][CH3:2])[CH2:4][O:5][C:6]1[CH:15]=[C:10]([CH2:11][OH:12])[CH:9]=[C:8]([CH2:16][OH:17])[CH:7]=1)[CH3:21]. (8) The catalyst class is: 22. Reactant: O[CH2:2][C:3]1[CH:8]=[CH:7][C:6]([CH3:9])=[CH:5][N:4]=1.S(Cl)([Cl:12])=O. Product: [ClH:12].[Cl:12][CH2:2][C:3]1[CH:8]=[CH:7][C:6]([CH3:9])=[CH:5][N:4]=1. (9) Reactant: [C:1]1([N:7]([C:23]2[CH:28]=[CH:27][C:26]([CH3:29])=[CH:25][CH:24]=2)[C:8]2[CH:13]=[CH:12][C:11]([C:14]3[CH:19]=[CH:18][C:17]([CH2:20][CH2:21][CH3:22])=[CH:16][CH:15]=3)=[CH:10][CH:9]=2)[CH:6]=[CH:5][CH:4]=[CH:3][CH:2]=1.[CH3:30]N(C=O)C.P(Cl)(Cl)(Cl)=O.[OH2:40]. Product: [CH2:20]([C:17]1[CH:18]=[CH:19][C:14]([C:11]2[CH:12]=[CH:13][C:8]([N:7]([C:1]3[CH:2]=[CH:3][C:4]([CH3:30])=[CH:5][CH:6]=3)[C:23]3[CH:24]=[CH:25][C:26]([CH:29]=[O:40])=[CH:27][CH:28]=3)=[CH:9][CH:10]=2)=[CH:15][CH:16]=1)[CH2:21][CH3:22]. The catalyst class is: 11. (10) Reactant: C([O-])=O.[NH4+].C(OC(=O)[NH:14][CH2:15][CH2:16][C:17]1[O:18][C:19]([CH2:22][CH3:23])=[CH:20][N:21]=1)C1C=CC=CC=1. Product: [CH2:22]([C:19]1[O:18][C:17]([CH2:16][CH2:15][NH2:14])=[N:21][CH:20]=1)[CH3:23]. The catalyst class is: 19.